Dataset: Full USPTO retrosynthesis dataset with 1.9M reactions from patents (1976-2016). Task: Predict the reactants needed to synthesize the given product. (1) Given the product [CH2:1]([C:3]1[O:7][C:6]([C:8]2[CH:9]=[C:10]([CH3:24])[C:11]([N:14]3[CH2:15][CH2:16][CH:17]([C:20]([OH:22])=[O:21])[CH2:18][CH2:19]3)=[N:12][CH:13]=2)=[N:5][CH:4]=1)[CH3:2], predict the reactants needed to synthesize it. The reactants are: [CH2:1]([C:3]1[O:7][C:6]([C:8]2[CH:9]=[C:10]([CH3:24])[C:11]([N:14]3[CH2:19][CH2:18][CH:17]([C:20]([O:22]C)=[O:21])[CH2:16][CH2:15]3)=[N:12][CH:13]=2)=[N:5][CH:4]=1)[CH3:2].[OH-].[Na+].Cl. (2) Given the product [CH:33]([O:1][C:2]1[CH:11]=[C:10]2[C:5]([C:6]([NH:12][C:13]3[CH:14]=[C:15]([S:25]([NH:28][CH3:29])(=[O:26])=[O:27])[CH:16]=[CH:17][C:18]=3[O:19][CH2:20][C:21]([F:24])([F:23])[F:22])=[N:7][CH:8]=[N:9]2)=[CH:4][C:3]=1[O:30][CH3:31])([CH3:35])[CH3:34], predict the reactants needed to synthesize it. The reactants are: [OH:1][C:2]1[CH:11]=[C:10]2[C:5]([C:6]([NH:12][C:13]3[CH:14]=[C:15]([S:25]([NH:28][CH3:29])(=[O:27])=[O:26])[CH:16]=[CH:17][C:18]=3[O:19][CH2:20][C:21]([F:24])([F:23])[F:22])=[N:7][CH:8]=[N:9]2)=[CH:4][C:3]=1[O:30][CH3:31].Br[CH:33]([CH3:35])[CH3:34].C([O-])([O-])=O.[K+].[K+].O.